Task: Predict the product of the given reaction.. Dataset: Forward reaction prediction with 1.9M reactions from USPTO patents (1976-2016) Given the reactants [C:1]1([C:7]2[S:8][C:9]([C:17]3[CH:22]=[CH:21][CH:20]=[CH:19][CH:18]=3)=[CH:10][C:11]=2[C:12](OCC)=[O:13])[CH:6]=[CH:5][CH:4]=[CH:3][CH:2]=1.[NH2:23][OH:24].O, predict the reaction product. The product is: [OH:24][NH:23][C:12]([C:11]1[CH:10]=[C:9]([C:17]2[CH:22]=[CH:21][CH:20]=[CH:19][CH:18]=2)[S:8][C:7]=1[C:1]1[CH:6]=[CH:5][CH:4]=[CH:3][CH:2]=1)=[O:13].